The task is: Predict which catalyst facilitates the given reaction.. This data is from Catalyst prediction with 721,799 reactions and 888 catalyst types from USPTO. (1) Reactant: [OH:1][C@@H:2]([C@@H:11]([NH:16][C:17](=[O:40])[O:18][C@@H:19]([C:25]1[O:26][C:27]([C:30]2[CH:35]=[CH:34][C:33]([C:36]([F:39])([F:38])[F:37])=[CH:32][CH:31]=2)=[N:28][N:29]=1)[C:20]([CH3:24])([CH3:23])[CH2:21][CH3:22])[CH2:12][CH2:13][CH2:14][CH3:15])[C:3](=[O:10])[NH:4][C:5]1[NH:9][N:8]=[CH:7][CH:6]=1.O[C@H]([C@@H](NC(=O)O[C@@H](C1OC(C2C=CC(C(F)(F)F)=CC=2)=NN=1)C(C)(C)CC)CCCC)C(=O)NC1NN=CC=1.CC(OI1(OC(C)=O)(OC(C)=O)OC(=O)C2C=CC=CC1=2)=O.S(S([O-])=O)([O-])(=O)=O.[Na+].[Na+].C(=O)(O)[O-].[Na+]. Product: [O:10]=[C:3]([NH:4][C:5]1[NH:9][N:8]=[CH:7][CH:6]=1)[C:2]([C@@H:11]([NH:16][C:17](=[O:40])[O:18][C@@H:19]([C:25]1[O:26][C:27]([C:30]2[CH:31]=[CH:32][C:33]([C:36]([F:38])([F:39])[F:37])=[CH:34][CH:35]=2)=[N:28][N:29]=1)[C:20]([CH3:24])([CH3:23])[CH2:21][CH3:22])[CH2:12][CH2:13][CH2:14][CH3:15])=[O:1]. The catalyst class is: 789. (2) The catalyst class is: 152. Reactant: [N+:1]([O-:4])(O)=[O:2].[F:5][C:6]1[C:7]([CH3:13])=[C:8]([CH3:12])[CH:9]=[CH:10][CH:11]=1. Product: [CH3:12][C:8]1[C:7]([CH3:13])=[C:6]([F:5])[CH:11]=[CH:10][C:9]=1[N+:1]([O-:4])=[O:2]. (3) Reactant: [Br:1][C:2]1[CH:3]=[N:4][CH:5]=[C:6]([C:12]=1[CH3:13])[C:7]([NH:9][CH2:10][CH3:11])=[O:8].[C:14]([O:18][C:19](O[C:19]([O:18][C:14]([CH3:17])([CH3:16])[CH3:15])=[O:20])=[O:20])([CH3:17])([CH3:16])[CH3:15]. Product: [C:19]([N:9]([CH2:10][CH3:11])[C:7](=[O:8])[C:6]1[C:12]([CH3:13])=[C:2]([Br:1])[CH:3]=[N:4][CH:5]=1)([O:18][C:14]([CH3:17])([CH3:16])[CH3:15])=[O:20]. The catalyst class is: 527. (4) Reactant: [CH3:1][NH:2][CH2:3][CH2:4][O:5][C:6]1[CH:11]=[CH:10][CH:9]=[CH:8][C:7]=1[C:12]([F:15])([F:14])[F:13].[CH3:16]CN(CC)CC.[N:23]([C:26]1[CH:35]=[CH:34][CH:33]=[CH:32][C:27]=1[C:28]([O:30]C)=[O:29])=[C:24]=[O:25]. Product: [CH3:16][C:35]1[C:26]([NH:23][C:24]([N:2]([CH3:1])[CH2:3][CH2:4][O:5][C:6]2[CH:11]=[CH:10][CH:9]=[CH:8][C:7]=2[C:12]([F:13])([F:14])[F:15])=[O:25])=[C:27]([CH:32]=[CH:33][CH:34]=1)[C:28]([OH:30])=[O:29]. The catalyst class is: 34.